From a dataset of Catalyst prediction with 721,799 reactions and 888 catalyst types from USPTO. Predict which catalyst facilitates the given reaction. (1) Reactant: FC(F)(F)[C:3]([OH:5])=[O:4].C(C1C=CC(N[CH:18]([C:34]2[CH:39]=[C:38]([O:40][CH3:41])[C:37](OC)=C[C:35]=2F)C2NC(=O)N(C3C=CC=CC=3C(O)=O)N=2)=CC=1)(=N)N.[H-].[Na+].[Br:47][CH2:48]Cl.[I-].[Na+].[Cl-].[NH4+].[CH3:54]N(C=O)C. Product: [Br:47][C:48]1[CH:37]=[C:38]([O:40][CH2:41][CH3:54])[C:39]2[O:5][CH2:3][O:4][CH2:18][C:34]=2[CH:35]=1. The catalyst class is: 13. (2) Reactant: [CH2:1]([O:8][C:9]1[CH:46]=[CH:45][C:12]([C:13]([O:15][C:16]2[CH:21]=[CH:20][C:19]([CH2:22][CH:23]([NH:31][C:32](=[O:42])[C:33]3[CH:38]=[CH:37][C:36]([N+:39]([O-])=O)=[CH:35][CH:34]=3)[C:24]([O:26][C:27]([CH3:30])([CH3:29])[CH3:28])=[O:25])=[CH:18][C:17]=2[O:43][CH3:44])=[O:14])=[CH:11][CH:10]=1)[CH2:2][CH2:3][CH2:4][CH2:5][CH2:6][CH3:7]. Product: [CH2:1]([O:8][C:9]1[CH:46]=[CH:45][C:12]([C:13]([O:15][C:16]2[CH:21]=[CH:20][C:19]([CH2:22][CH:23]([NH:31][C:32](=[O:42])[C:33]3[CH:38]=[CH:37][C:36]([NH2:39])=[CH:35][CH:34]=3)[C:24]([O:26][C:27]([CH3:28])([CH3:30])[CH3:29])=[O:25])=[CH:18][C:17]=2[O:43][CH3:44])=[O:14])=[CH:11][CH:10]=1)[CH2:2][CH2:3][CH2:4][CH2:5][CH2:6][CH3:7]. The catalyst class is: 45. (3) Reactant: [CH2:1]([O:8][CH2:9][C@@H:10]([NH:31]C(=O)OC(C)(C)C)[C:11]([N:13]1[CH2:30][CH2:29][CH2:28][C:15]2([C:19](=[O:20])[N:18]([CH3:21])[CH2:17][CH:16]2[C:22]2[CH:27]=[CH:26][CH:25]=[CH:24][CH:23]=2)[CH2:14]1)=[O:12])[C:2]1[CH:7]=[CH:6][CH:5]=[CH:4][CH:3]=1.C(O)(C(F)(F)F)=O. The catalyst class is: 2. Product: [NH2:31][C@H:10]([CH2:9][O:8][CH2:1][C:2]1[CH:3]=[CH:4][CH:5]=[CH:6][CH:7]=1)[C:11]([N:13]1[CH2:30][CH2:29][CH2:28][C:15]2([C:19](=[O:20])[N:18]([CH3:21])[CH2:17][CH:16]2[C:22]2[CH:27]=[CH:26][CH:25]=[CH:24][CH:23]=2)[CH2:14]1)=[O:12]. (4) Reactant: B(F)(F)F.CCOCC.[CH3:10][C:11]1[C:12]([OH:20])=[C:13]([CH3:19])[C:14]([CH3:18])=[C:15]([CH:17]=1)[OH:16].[F:21][C:22]1[CH:27]=[CH:26][C:25]([CH:28]2[O:33][C:31](=[O:32])[CH2:30][CH2:29]2)=[CH:24][CH:23]=1. Product: [OH:16][C:15]1[C:14]([CH3:18])=[C:13]([CH3:19])[C:12]([OH:20])=[C:11]([CH3:10])[C:17]=1[CH:28]([C:25]1[CH:26]=[CH:27][C:22]([F:21])=[CH:23][CH:24]=1)[CH2:29][CH2:30][C:31]([OH:33])=[O:32]. The catalyst class is: 11. (5) Reactant: C([S:4][CH2:5][CH2:6][CH2:7][CH2:8][CH2:9][CH2:10][CH2:11][CH2:12][C:13](=[C:19]([CH2:25][CH2:26][CH2:27][CH2:28][CH2:29][CH2:30][CH2:31][CH2:32][S:33]C(=O)C)[CH2:20][C:21](OC)=[O:22])[CH2:14][C:15](OC)=[O:16])(=O)C.C1COCC1.CC(C[AlH]CC(C)C)C. Product: [SH:4][CH2:5][CH2:6][CH2:7][CH2:8][CH2:9][CH2:10][CH2:11][CH2:12]/[C:13](=[C:19](\[CH2:25][CH2:26][CH2:27][CH2:28][CH2:29][CH2:30][CH2:31][CH2:32][SH:33])/[CH2:20][CH2:21][OH:22])/[CH2:14][CH2:15][OH:16]. The catalyst class is: 11. (6) Reactant: [CH3:1][O:2][C:3](=[O:15])[C:4]1[C:5](=[C:10](I)[CH:11]=[CH:12][CH:13]=1)[C:6]([O:8][CH3:9])=[O:7].[NH2:16][C:17]1[CH:18]=[C:19]2[C:23](=[CH:24][CH:25]=1)[CH2:22][CH2:21][CH2:20]2.C1C=CC(P(C2C(C3C(P(C4C=CC=CC=4)C4C=CC=CC=4)=CC=C4C=3C=CC=C4)=C3C(C=CC=C3)=CC=2)C2C=CC=CC=2)=CC=1.C(=O)([O-])[O-].[Cs+].[Cs+]. The catalyst class is: 835. Product: [CH3:1][O:2][C:3](=[O:15])[C:4]1[C:5](=[C:10]([NH:16][C:17]2[CH:18]=[C:19]3[C:23](=[CH:24][CH:25]=2)[CH2:22][CH2:21][CH2:20]3)[CH:11]=[CH:12][CH:13]=1)[C:6]([O:8][CH3:9])=[O:7]. (7) Reactant: [F:1][C:2]1[CH:7]=[CH:6][C:5](/[CH:8]=[CH:9]/B(O)O)=[CH:4][CH:3]=1.Cl[C:14]1[CH:19]=[C:18]([C:20]2[NH:24][C:23]([CH3:25])=[C:22]([C:26]#[N:27])[CH:21]=2)[CH:17]=[CH:16][N:15]=1.C([O-])([O-])=O.[Na+].[Na+]. Product: [F:1][C:2]1[CH:7]=[CH:6][C:5](/[CH:8]=[CH:9]/[C:14]2[CH:19]=[C:18]([C:20]3[NH:24][C:23]([CH3:25])=[C:22]([C:26]#[N:27])[CH:21]=3)[CH:17]=[CH:16][N:15]=2)=[CH:4][CH:3]=1. The catalyst class is: 259. (8) Product: [C:1]([O:5][C:6]([N:8]1[C:13]2[CH:14]=[C:15]([Cl:26])[C:16]([O:18][CH2:19][C:20]3[CH:25]=[CH:24][CH:23]=[CH:22][CH:21]=3)=[CH:17][C:12]=2[O:11][CH:10]([C:27]([N:71]2[CH2:70][CH2:69][C:68]([C:74]#[N:75])([CH2:67][C:64]3[CH:65]=[N:66][C:61]([F:60])=[CH:62][CH:63]=3)[CH2:73][CH2:72]2)=[O:29])[CH2:9]1)=[O:7])([CH3:3])([CH3:2])[CH3:4]. The catalyst class is: 3. Reactant: [C:1]([O:5][C:6]([N:8]1[C:13]2[CH:14]=[C:15]([Cl:26])[C:16]([O:18][CH2:19][C:20]3[CH:25]=[CH:24][CH:23]=[CH:22][CH:21]=3)=[CH:17][C:12]=2[O:11][CH:10]([C:27]([OH:29])=O)[CH2:9]1)=[O:7])([CH3:4])([CH3:3])[CH3:2].CCN=C=NCCCN(C)C.C1C=CC2N(O)N=NC=2C=1.CCN(C(C)C)C(C)C.[F:60][C:61]1[N:66]=[CH:65][C:64]([CH2:67][C:68]2([C:74]#[N:75])[CH2:73][CH2:72][NH:71][CH2:70][CH2:69]2)=[CH:63][CH:62]=1. (9) Reactant: [CH3:1][N:2]([CH2:29][C:30]1[CH:39]=[CH:38][C:33]([C:34]([O:36]C)=[O:35])=[CH:32][CH:31]=1)[CH2:3][C:4]1([CH2:9][N:10]([CH3:28])[CH2:11][C:12](=[O:27])[NH:13][C:14]2[CH:19]=[CH:18][C:17]([O:20][C:21]3[CH:26]=[CH:25][CH:24]=[CH:23][CH:22]=3)=[CH:16][CH:15]=2)[CH2:8][CH2:7][CH2:6][CH2:5]1.[OH-].[Na+]. Product: [CH3:1][N:2]([CH2:29][C:30]1[CH:31]=[CH:32][C:33]([C:34]([OH:36])=[O:35])=[CH:38][CH:39]=1)[CH2:3][C:4]1([CH2:9][N:10]([CH3:28])[CH2:11][C:12](=[O:27])[NH:13][C:14]2[CH:19]=[CH:18][C:17]([O:20][C:21]3[CH:22]=[CH:23][CH:24]=[CH:25][CH:26]=3)=[CH:16][CH:15]=2)[CH2:8][CH2:7][CH2:6][CH2:5]1. The catalyst class is: 36. (10) Reactant: C(=O)([O-])[O-].[K+].[K+].[OH:7][C:8]1[CH:15]=[CH:14][C:11]([C:12]#[N:13])=[CH:10][CH:9]=1.[Br:16][CH2:17][CH2:18]Br. Product: [Br:16][CH2:17][CH2:18][O:7][C:8]1[CH:15]=[CH:14][C:11]([C:12]#[N:13])=[CH:10][CH:9]=1. The catalyst class is: 18.